This data is from Catalyst prediction with 721,799 reactions and 888 catalyst types from USPTO. The task is: Predict which catalyst facilitates the given reaction. (1) Reactant: [C:1]([C:3]1[C:8]2=[N:9][C:10]3[CH:15]=[CH:14][CH:13]=[CH:12][C:11]=3[N:7]2[C:6]([N:16]2[CH2:20][CH2:19][C@@H:18](CNCC(OCC)=O)[CH2:17]2)=[C:5]([C:29]2[CH:34]=[CH:33][CH:32]=[CH:31][CH:30]=2)[C:4]=1[CH3:35])#[N:2].Cl.Cl.[C:38]([O:42][C:43]([NH:45][CH2:46][CH2:47][N:48](C)[C@H:49]1CCNC1)=[O:44])([CH3:41])([CH3:40])[CH3:39].C(N(CC)CC)C.ClC1N2C(=NC3C=CC=CC=32)C(C#N)=C(C)C=1C1C=CC=CC=1. Product: [C:38]([O:42][C:43]([NH:45][CH2:46][CH2:47][N:48]([CH3:49])[C@H:18]1[CH2:19][CH2:20][N:16]([C:6]2[N:7]3[C:8](=[N:9][C:10]4[CH:15]=[CH:14][CH:13]=[CH:12][C:11]=43)[C:3]([C:1]#[N:2])=[C:4]([CH3:35])[C:5]=2[C:29]2[CH:30]=[CH:31][CH:32]=[CH:33][CH:34]=2)[CH2:17]1)=[O:44])([CH3:41])([CH3:40])[CH3:39]. The catalyst class is: 9. (2) Reactant: [C:1]([O:5][C:6]([N:8]1[CH2:14][CH2:13][C:12]2[CH:15]=[CH:16][C:17]([OH:19])=[CH:18][C:11]=2[CH2:10][CH2:9]1)=[O:7])([CH3:4])([CH3:3])[CH3:2].[N+:20]([O-])([OH:22])=[O:21]. Product: [C:1]([O:5][C:6]([N:8]1[CH2:14][CH2:13][C:12]2[CH:15]=[C:16]([N+:20]([O-:22])=[O:21])[C:17]([OH:19])=[CH:18][C:11]=2[CH2:10][CH2:9]1)=[O:7])([CH3:4])([CH3:2])[CH3:3]. The catalyst class is: 4. (3) Reactant: [Br:1][C:2]1[CH:3]=[CH:4][C:5](=[O:12])[N:6]([CH:8]([CH3:11])[CH2:9][OH:10])[CH:7]=1.N1C=CN=C1.Cl[Si:19]([CH:26]([CH3:28])[CH3:27])([CH:23]([CH3:25])[CH3:24])[CH:20]([CH3:22])[CH3:21].O. Product: [Br:1][C:2]1[CH:3]=[CH:4][C:5](=[O:12])[N:6]([CH:8]([CH3:11])[CH2:9][O:10][Si:19]([CH:26]([CH3:28])[CH3:27])([CH:23]([CH3:25])[CH3:24])[CH:20]([CH3:22])[CH3:21])[CH:7]=1. The catalyst class is: 1. (4) Reactant: [Cl:1][C:2]1[CH:7]=[CH:6][C:5]([C:8]2[N:12]([CH2:13][C@H:14]([OH:19])[C:15]([F:18])([F:17])[F:16])[C:11](=[O:20])[N:10]([CH2:21][C:22]([NH:24][C@@:25]([C:30]3[CH:35]=[CH:34][CH:33]=[C:32]([C:36]([F:39])([F:38])[F:37])[CH:31]=3)([CH3:29])[C:26]([NH2:28])=O)=[O:23])[N:9]=2)=[CH:4][CH:3]=1.N1C=CC=CC=1.FC(F)(F)C(OC(=O)C(F)(F)F)=O. Product: [Cl:1][C:2]1[CH:7]=[CH:6][C:5]([C:8]2[N:12]([CH2:13][C@H:14]([OH:19])[C:15]([F:16])([F:17])[F:18])[C:11](=[O:20])[N:10]([CH2:21][C:22]([NH:24][C@@:25]([C:26]#[N:28])([C:30]3[CH:35]=[CH:34][CH:33]=[C:32]([C:36]([F:37])([F:38])[F:39])[CH:31]=3)[CH3:29])=[O:23])[N:9]=2)=[CH:4][CH:3]=1. The catalyst class is: 1. (5) Reactant: Br[C:2]1[CH:3]=[C:4]2[C:24](=[CH:25][CH:26]=1)[C:8]1=[N:9][O:10][C:11]([C:12]3[CH:13]=[CH:14][C:15]([O:20][CH:21]([CH3:23])[CH3:22])=[C:16]([CH:19]=3)[C:17]#[N:18])=[C:7]1[CH2:6][CH2:5]2.[CH2:27]([Sn](CCCC)(CCCC)C=C)[CH2:28]CC.[Cl-].[Li+]. Product: [CH:21]([O:20][C:15]1[CH:14]=[CH:13][C:12]([C:11]2[O:10][N:9]=[C:8]3[C:24]4[C:4]([CH2:5][CH2:6][C:7]=23)=[CH:3][C:2]([CH:27]=[CH2:28])=[CH:26][CH:25]=4)=[CH:19][C:16]=1[C:17]#[N:18])([CH3:22])[CH3:23]. The catalyst class is: 77.